This data is from Full USPTO retrosynthesis dataset with 1.9M reactions from patents (1976-2016). The task is: Predict the reactants needed to synthesize the given product. Given the product [CH:4]1([N:24]2[CH2:25][CH2:26][N:21]([C:18]3[CH:17]=[CH:16][C:15]([N+:12]([O-:14])=[O:13])=[CH:20][CH:19]=3)[CH2:22][CH2:23]2)[CH2:5][CH2:6]1, predict the reactants needed to synthesize it. The reactants are: C(O[C:4]1(O[Si](C)(C)C)[CH2:6][CH2:5]1)C.[N+:12]([C:15]1[CH:20]=[CH:19][C:18]([N:21]2[CH2:26][CH2:25][NH:24][CH2:23][CH2:22]2)=[CH:17][CH:16]=1)([O-:14])=[O:13].C(O)(=O)C.C([BH3-])#N.[Na+].